Dataset: Catalyst prediction with 721,799 reactions and 888 catalyst types from USPTO. Task: Predict which catalyst facilitates the given reaction. (1) The catalyst class is: 2. Product: [CH2:1]([O:8][C:9]([N:11]1[CH2:15][CH2:14][CH2:13][CH:12]1[C:16](=[O:30])[NH:17][C:18]1[S:19][CH:20]=[C:21]([C:23]2[CH:24]=[CH:25][C:26]([NH:29][C:38](=[O:43])[CH2:39][CH2:40][CH2:41][CH3:42])=[CH:27][CH:28]=2)[N:22]=1)=[O:10])[C:2]1[CH:3]=[CH:4][CH:5]=[CH:6][CH:7]=1. Reactant: [CH2:1]([O:8][C:9]([N:11]1[CH2:15][CH2:14][CH2:13][C@H:12]1[C:16](=[O:30])[NH:17][C:18]1[S:19][CH:20]=[C:21]([C:23]2[CH:28]=[CH:27][C:26]([NH2:29])=[CH:25][CH:24]=2)[N:22]=1)=[O:10])[C:2]1[CH:7]=[CH:6][CH:5]=[CH:4][CH:3]=1.C(N(CC)CC)C.[C:38](Cl)(=[O:43])[CH2:39][CH2:40][CH2:41][CH3:42]. (2) Reactant: C([O:8][C:9]1[CH:10]=[CH:11][C:12]2[C:13]3[N:21]=[C:20]([C:22]4[CH:27]=[CH:26][CH:25]=[CH:24][CH:23]=4)[CH:19]=[C:18]([C:28]([NH2:30])=[O:29])[C:14]=3[NH:15][C:16]=2[CH:17]=1)C1C=CC=CC=1.C([O-])=O.[NH4+]. Product: [OH:8][C:9]1[CH:10]=[CH:11][C:12]2[C:13]3[N:21]=[C:20]([C:22]4[CH:27]=[CH:26][CH:25]=[CH:24][CH:23]=4)[CH:19]=[C:18]([C:28]([NH2:30])=[O:29])[C:14]=3[NH:15][C:16]=2[CH:17]=1. The catalyst class is: 29. (3) Reactant: [CH2:1]([CH:3]([C:6]1[C:10]([CH2:11][CH2:12][CH2:13][OH:14])=[CH:9][N:8]([C:15]2[CH:20]=[CH:19][C:18]([C:21]([F:24])([F:23])[F:22])=[CH:17][N:16]=2)[N:7]=1)[CH2:4][CH3:5])[CH3:2].[CH2:25]([C:27]1[CH:28]=[N:29][N:30]([CH2:33][C:34]([O:36]CC)=[O:35])[C:31]=1O)[CH3:26].C(P(CCCC)CCCC)CCC.N(C(N1CCCCC1)=O)=NC(N1CCCCC1)=O. Product: [CH2:25]([C:27]1[CH:28]=[N:29][N:30]([CH2:33][C:34]([OH:36])=[O:35])[C:31]=1[O:14][CH2:13][CH2:12][CH2:11][C:10]1[C:6]([CH:3]([CH2:4][CH3:5])[CH2:1][CH3:2])=[N:7][N:8]([C:15]2[CH:20]=[CH:19][C:18]([C:21]([F:23])([F:24])[F:22])=[CH:17][N:16]=2)[CH:9]=1)[CH3:26]. The catalyst class is: 7. (4) Reactant: [Cl:1][C:2]1[CH:3]=[CH:4][C:5]2[N:6]([C:8]([C:11]#[C:12][Si](C)(C)C)=[CH:9][N:10]=2)[N:7]=1.C([O-])([O-])=O.[K+].[K+]. Product: [Cl:1][C:2]1[CH:3]=[CH:4][C:5]2[N:6]([C:8]([C:11]#[CH:12])=[CH:9][N:10]=2)[N:7]=1. The catalyst class is: 36. (5) The catalyst class is: 36. Product: [C:3]([C:7]1[CH:8]=[CH:9][C:10]([NH:13][C:14](=[O:37])[N:15]([CH3:36])[CH2:16][CH2:17][CH2:18][O:19][C:20]2[CH:32]=[CH:31][C:23]3[C:24]([C:27]([F:30])([F:29])[F:28])=[N:25][O:26][C:22]=3[C:21]=2[CH2:33][CH2:34][CH3:35])=[N:11][CH:12]=1)([OH:5])=[O:4]. Reactant: [OH-].[Na+].[C:3]([C:7]1[CH:8]=[CH:9][C:10]([NH:13][C:14](=[O:37])[N:15]([CH3:36])[CH2:16][CH2:17][CH2:18][O:19][C:20]2[CH:32]=[CH:31][C:23]3[C:24]([C:27]([F:30])([F:29])[F:28])=[N:25][O:26][C:22]=3[C:21]=2[CH2:33][CH2:34][CH3:35])=[N:11][CH:12]=1)([O:5]C)=[O:4].